Dataset: Experimentally validated miRNA-target interactions with 360,000+ pairs, plus equal number of negative samples. Task: Binary Classification. Given a miRNA mature sequence and a target amino acid sequence, predict their likelihood of interaction. (1) The miRNA is cel-miR-247-3p with sequence UGACUAGAGCCUAUUCUCUUCU. The protein sequence of the target gene is MILGSLSRAGPLPLLRQPPIMQPPMDLKQILPFPLEPAPTLGLFSNYSTMDPVQKAVLSHTFGGPLLKTKRPVISCNVCQIRFNSQSQAEAHYKGNRHARRVKGIEAAKTRGREPSVRESGDPAPAGSIPPSGDGVAPRPVSMENGLGPAPGSPEKQPGSPSPPSVPESGQGVTKGEGGTSVPASLPGGSKEEEEKAKRLLYCALCKVAVNSLSQLEAHNKGTKHKTILEARSGLGPIKAYPRLGPPTPGEPEAPAQDRTFHCEICNVKVNSEVQLKQHISSRRHRDGVAGKPNPLLSRH.... Result: 0 (no interaction). (2) The miRNA is hsa-miR-17-5p with sequence CAAAGUGCUUACAGUGCAGGUAG. The protein sequence of the target gene is MSFDPNLLHNNGHNGYPNGTSAALRETGVIEKLLTSYGFIQCSERQARLFFHCSQYNGNLQDLKVGDDVEFEVSSDRRTGKPIAVKLVKIKQEILPEERMNGQVVCAVPHNLESKSPAAPGQSPTGSVCYERNGEVFYLTYTPEDVEGNVQLETGDKINFVIDNNKHTGAVSARNIMLLKKKQARCQGVVCAMKEAFGFIERGDVVKEIFFHYSEFKGDLETLQPGDDVEFTIKDRNGKEVATDVRLLPQGTVIFEDISIEHFEGTVTKVIPKVPSKNQNDPLPGRIKVDFVIPKELPFG.... Result: 1 (interaction). (3) The miRNA is mmu-miR-3964 with sequence AUAAGGUAGAAAGCACUAAA. The protein sequence of the target gene is MVQACEGRSRAQLPTLSLGADMTQPPPTKAPAKKHVRLQERRGSSVALMLDVQSLGTVEPICSVNTPREVTLHFLRTAGHPLTRWTLQHQPPSPKQLEEEFLKIPSNFVNPEDLDIPGHASKDRYKTILPNPQSRVCLGRAQSQEDSDYINANYIRGYDGKEKVYIATQGPMPNTVADFWEMVWQEDVSLIVMLTQLREGKEKCVHYWPTEEEAYGPFQIRIQDMKEHPEYTVRQLTIQHQQECRSVKHILFSAWPDHQTPESAGPLLRLVAEVETPETAANSGPIVVHCSAGIGRTGCF.... Result: 0 (no interaction). (4) The miRNA is hsa-miR-6894-3p with sequence UUGCCUGCCCUCUUCCUCCAG. The protein sequence of the target gene is MTKFQEAVTFKDVAVAFTEEELGLLDSAQRKLYRDVMLENFRNLVSVGHQSFKPDMISQLEREEKLWMKELQTQRGKHSGDRNQNEMATLHKAGLRCFSLGELSCWQIKRHIASKLARSQDSMINIEGKSSQFPKHHDSPCQVGAGESIQASVDDNCLVNHIGDHSSIIENQEFPTGKVPNSWSKIYLNETQNYQRSCKQTQMKNKLCIFAPYVDIFSCISHHHDDNIVHKRDKVHSNSDCGKDTLKVSPLTQRSIHTGQKTYQGNECEEAFNDSSSLELHKQVHLGKKSPACSTHEKDT.... Result: 0 (no interaction). (5) The miRNA is hsa-miR-6743-3p with sequence AGCCGCUCUUCUCCCUGCCCACA. The protein sequence of the target gene is MAQVSINSDYSEWASSTDAGERARLLQSPCVDVVPKSEGEASPGDPDSGTTSTLGAVFIVVNACLGAGLLNFPAAFSTAGGVAAGIALQMGMLVFIISGLVILAYCSQASNERTYQEVVWAVCGKLTGVLCEVAIAVYTFGTCIAFLIIIGDQQDKIIAVMSKEPDGASGSPWYTDRKFTISLTAFLFILPLSIPKEIGFQKYASFLSVVGTWYVTAIIIIKYIWPDKEMRPGDILTRPASWMAVFNAMPTICFGFQCHVSSVPVFNSMRQPEVKTWGGVVTAAMVIALAVYMGTGICGF.... Result: 0 (no interaction). (6) The miRNA is hsa-miR-335-5p with sequence UCAAGAGCAAUAACGAAAAAUGU. The protein sequence of the target gene is MRALRRLIQGRILLLTICAAGIGGTFQFGYNLSIINAPTLHIQEFTNETWQARTGEPLPDHLVLLMWSLIVSLYPLGGLFGALLAGPLAITLGRKKSLLVNNIFVVSAAILFGFSRKAGSFEMIMLGRLLVGVNAGVSMNIQPMYLGESAPKELRGAVAMSSAIFTALGIVMGQVVGLRELLGGPQAWPLLLASCLVPGALQLASLPLLPESPRYLLIDCGDTEACLAALRRLRGSGDLAGELEELEEERAACQGCRARRPWELFQHRALRRQVTSLVVLGSAMELCGNDSVYAYASSVF.... Result: 1 (interaction).